From a dataset of In vitro SARS-CoV-2 activity screen of 1,480 approved drugs from Prestwick library. Binary Classification. Given a drug SMILES string, predict its activity (active/inactive) in a high-throughput screening assay against a specified biological target. (1) The compound is CS(=O)(=O)CCNCc1ccc(-c2ccc3ncnc(Nc4ccc(OCc5cccc(F)c5)c(Cl)c4)c3c2)o1. The result is 0 (inactive). (2) The compound is C[C@]12CC[C@@H]3[C@H]4CCC(=O)C=C4CC[C@H]3[C@@H]1CC[C@@H]2O. The result is 0 (inactive). (3) The drug is CCC[C@@H]1C[C@@H](C(=O)N[C@H]([C@@H](C)O)[C@H]2O[C@H](SC)[C@H](O)[C@@H](O)[C@H]2O)N(C)C1.Cl. The result is 0 (inactive). (4) The drug is CNC(C)(C)Cc1ccccc1.CNC(C)(C)Cc1ccccc1.O=S(=O)(O)O. The result is 0 (inactive). (5) The drug is CCN[C@H]1CN(CCCOC)S(=O)(=O)c2sc(S(N)(=O)=O)cc21. The result is 0 (inactive). (6) The molecule is CN1C(=O)CC(c2ccccc2)C1=O. The result is 0 (inactive). (7) The compound is CCn1nc(C(=O)O)c(=O)c2cc3c(cc21)OCO3. The result is 0 (inactive). (8) The compound is O=C(O)CCCC[C@@H]1SC[C@@H]2NC(=O)N[C@H]12. The result is 0 (inactive).